Dataset: Reaction yield outcomes from USPTO patents with 853,638 reactions. Task: Predict the reaction yield, written as a fraction of the theoretical maximum amount of product (1.0 means a 100% yield; for example, 0.34 means a 34% yield). (1) The yield is 0.660. The product is [CH3:28][C:8]1([CH3:29])[C:7]2[C:12](=[C:13]([CH3:15])[CH:14]=[C:5]([C:3]([OH:4])=[O:2])[CH:6]=2)[NH:11][CH:10]([C:16]2[CH:21]=[CH:20][CH:19]=[C:18]([N:22]3[CH2:27][CH2:26][O:25][CH2:24][CH2:23]3)[CH:17]=2)[CH2:9]1. The reactants are C[O:2][C:3]([C:5]1[CH:6]=[C:7]2[C:12](=[C:13]([CH3:15])[CH:14]=1)[NH:11][CH:10]([C:16]1[CH:21]=[CH:20][CH:19]=[C:18]([N:22]3[CH2:27][CH2:26][O:25][CH2:24][CH2:23]3)[CH:17]=1)[CH2:9][C:8]2([CH3:29])[CH3:28])=[O:4].[OH-].[Na+].Cl. The catalyst is CO.O1CCCC1.O. (2) The reactants are C([O:8][C:9]1[CH:10]=[C:11]([N:15]2[CH2:19][C@@:18]3([CH2:24][CH2:23][CH2:22][C@H:21]([CH2:25][N:26]4[C:30]5[CH:31]=[C:32]([C:35]#[N:36])[CH:33]=[CH:34][C:29]=5[N:28]=[CH:27]4)[CH2:20]3)[O:17][C:16]2=[O:37])[CH:12]=[CH:13][CH:14]=1)C1C=CC=CC=1.C([O-])=O.[NH4+]. The catalyst is [Pd].C(O)C. The product is [OH:8][C:9]1[CH:10]=[C:11]([N:15]2[CH2:19][C@@:18]3([CH2:24][CH2:23][CH2:22][C@H:21]([CH2:25][N:26]4[C:30]5[CH:31]=[C:32]([C:35]#[N:36])[CH:33]=[CH:34][C:29]=5[N:28]=[CH:27]4)[CH2:20]3)[O:17][C:16]2=[O:37])[CH:12]=[CH:13][CH:14]=1. The yield is 0.540. (3) The reactants are [Br:1][C:2]1[C:3](=[O:9])[NH:4][N:5]=[C:6]([Cl:8])[CH:7]=1.[H-].[Na+].I[CH3:13]. The catalyst is CN(C=O)C. The product is [Br:1][C:2]1[C:3](=[O:9])[N:4]([CH3:13])[N:5]=[C:6]([Cl:8])[CH:7]=1. The yield is 0.680. (4) The reactants are N[C:2]1[CH:11]=[CH:10][C:5]([C:6]([O:8][CH3:9])=[O:7])=[CH:4][C:3]=1[O:12][C:13]([F:16])([F:15])[F:14].[ClH:17].N([O-])=O.[Na+]. The catalyst is CC#N.O.[Cu](Cl)Cl. The product is [Cl:17][C:2]1[CH:11]=[CH:10][C:5]([C:6]([O:8][CH3:9])=[O:7])=[CH:4][C:3]=1[O:12][C:13]([F:16])([F:15])[F:14]. The yield is 0.550. (5) The reactants are COC([NH:5][C@H](C(N1CCC[C@H]1C1NC=C(C2C=CC(C3C=CC(C4N=C([C@@H:39]5[CH2:47][C:42]6([S:46][CH2:45][CH2:44][S:43]6)[CH2:41][N:40]5[C:48]([O:50][CH2:51][C:52]5C=CC=CC=5)=[O:49])NC=4)=CC=3)=CC=2)N=1)=O)C(C)C)=O.[CH3:58][CH:59]([CH3:115])[C@H:60]([NH:110][C:111]([O:113][CH3:114])=[O:112])[C:61]([N:63]1[CH2:67][CH2:66][CH2:65][C@H:64]1[C:68]1[NH:69][CH:70]=[C:71]([C:73]2[CH:78]=[CH:77][C:76]([C:79]3[CH:84]=[CH:83][C:82]([C:85](=[O:109])[CH2:86][NH:87][C:88]([C@@H:90]4[CH2:98][C:93]5([S:97][CH2:96][CH2:95][S:94]5)[CH2:92][N:91]4[C:99]([O:101][CH2:102][C:103]4[CH:108]=[CH:107][CH:106]=[CH:105][CH:104]=4)=[O:100])=[O:89])=[CH:81][CH:80]=3)=[CH:75][CH:74]=2)[N:72]=1)=[O:62]. No catalyst specified. The product is [S:43]1[C:42]2([CH2:47][CH2:39][N:40]([C:48]([O-:50])=[O:49])[CH2:41]2)[S:46][CH2:45][CH2:44]1.[CH3:58][CH:59]([CH3:115])[C@H:60]([NH:110][C:111]([O:113][CH3:114])=[O:112])[C:61]([N:63]1[CH2:67][CH2:66][CH2:65][C@H:64]1[C:68]1[NH:69][CH:70]=[C:71]([C:73]2[CH:74]=[CH:75][C:76]([C:79]3[CH:84]=[CH:83][C:82]([C:85](=[O:109])[CH2:86][NH:87][C:88]([C@@H:90]4[CH2:98][C:93]5([S:97][CH2:96][CH2:95][S:94]5)[CH2:92][N:91]4[C:99]([O:101][CH2:102][C:103]4[CH:108]=[CH:107][CH:106]=[CH:105][CH:104]=4)=[O:100])=[O:89])=[CH:81][CH:80]=3)=[CH:77][CH:78]=2)[N:72]=1)=[O:62].[C:51]([O-:62])(=[O:50])[CH3:52].[NH4+:5]. The yield is 0.870.